Dataset: Full USPTO retrosynthesis dataset with 1.9M reactions from patents (1976-2016). Task: Predict the reactants needed to synthesize the given product. (1) Given the product [O:1]([C:8]1[CH:28]=[CH:27][C:11]([O:12][C:13]2[C:14]3[N:21]([CH:22]4[CH2:26][CH2:25][N:24]([C:34]#[N:35])[CH2:23]4)[CH:20]=[CH:19][C:15]=3[N:16]=[CH:17][N:18]=2)=[CH:10][CH:9]=1)[C:2]1[CH:7]=[CH:6][CH:5]=[CH:4][CH:3]=1, predict the reactants needed to synthesize it. The reactants are: [O:1]([C:8]1[CH:28]=[CH:27][C:11]([O:12][C:13]2[C:14]3[N:21]([C@H:22]4[CH2:26][CH2:25][NH:24][CH2:23]4)[CH:20]=[CH:19][C:15]=3[N:16]=[CH:17][N:18]=2)=[CH:10][CH:9]=1)[C:2]1[CH:7]=[CH:6][CH:5]=[CH:4][CH:3]=1.C(=O)(O)[O-].[Na+].[C:34](Br)#[N:35]. (2) Given the product [NH2:2][C:1]1[N:29]([C:31]2[CH:32]=[CH:33][C:34]([C:35]([O:37][CH3:38])=[O:36])=[CH:39][CH:40]=2)[N:30]=[CH:11][C:3]=1[C:4]([O:6][C:7]([CH3:10])([CH3:9])[CH3:8])=[O:5], predict the reactants needed to synthesize it. The reactants are: [C:1]([CH2:3][C:4]([O:6][C:7]([CH3:10])([CH3:9])[CH3:8])=[O:5])#[N:2].[CH:11](OCC)(OCC)OCC.C(OC(=O)C)(=O)C.Cl.[NH:29]([C:31]1[CH:40]=[CH:39][C:34]([C:35]([O:37][CH3:38])=[O:36])=[CH:33][CH:32]=1)[NH2:30].CCN(C(C)C)C(C)C. (3) Given the product [NH2:17][C:16]1[CH:15]=[C:14]2[C:9]([C:10]([NH:24][C:25]3[CH:26]=[C:27]([O:35][CH3:36])[C:28]([O:33][CH3:34])=[C:29]([O:31][CH3:32])[CH:30]=3)=[C:11]([C:22]#[N:23])[CH:12]=[N:13]2)=[CH:8][C:7]=1[NH:5][C:1](=[O:4])[CH2:2][CH2:3][N:37]1[CH2:42][CH2:41][O:40][CH2:39][CH2:38]1, predict the reactants needed to synthesize it. The reactants are: [C:1]([NH2:5])(=[O:4])[CH:2]=[CH2:3].N[C:7]1[CH:8]=[C:9]2[C:14](=[CH:15][C:16]=1[NH:17]C(=O)C=C)[N:13]=[CH:12][C:11]([C:22]#[N:23])=[C:10]2[NH:24][C:25]1[CH:30]=[C:29]([O:31][CH3:32])[C:28]([O:33][CH3:34])=[C:27]([O:35][CH3:36])[CH:26]=1.[NH:37]1[CH2:42][CH2:41][O:40][CH2:39][CH2:38]1. (4) The reactants are: [CH2:1]([C@@H:5]1[NH:10][CH2:9][C@H:8]([CH2:11][CH:12]([CH3:14])[CH3:13])[NH:7][C:6]1=[O:15])[CH:2]([CH3:4])[CH3:3].[CH3:16][O:17][C:18]1[CH:23]=[CH:22][C:21]([C@@H:24]2[CH2:26][C@H:25]2[C:27](O)=[O:28])=[CH:20][CH:19]=1.C([C@@H]1N(C(=O)/C=C/C2C=CC=CC=2)C[C@H](CC(C)C)NC1=O)C(C)C. Given the product [CH2:1]([C@@H:5]1[N:10]([C:27]([C@@H:25]2[CH2:26][C@H:24]2[C:21]2[CH:20]=[CH:19][C:18]([O:17][CH3:16])=[CH:23][CH:22]=2)=[O:28])[CH2:9][C@H:8]([CH2:11][CH:12]([CH3:14])[CH3:13])[NH:7][C:6]1=[O:15])[CH:2]([CH3:4])[CH3:3], predict the reactants needed to synthesize it. (5) Given the product [Cl:16][C:10]1[CH:9]=[C:4]([CH:3]=[C:2]([OH:1])[C:11]=1[OH:12])[C:5]([O:7][CH3:8])=[O:6], predict the reactants needed to synthesize it. The reactants are: [OH:1][C:2]1[CH:3]=[C:4]([CH:9]=[CH:10][C:11]=1[OH:12])[C:5]([O:7][CH3:8])=[O:6].S(Cl)([Cl:16])(=O)=O. (6) The reactants are: [NH2:1][C@H:2]1[CH2:7][CH2:6][N:5]([C:8]([O:10][C:11]([CH3:14])([CH3:13])[CH3:12])=[O:9])[CH2:4][C@H:3]1[C:15]1[CH:20]=[CH:19][CH:18]=[CH:17][CH:16]=1.[OH:21][C:22]1[CH:29]=[CH:28][C:27]([N:30]2[C:34]([C:35]([F:38])([F:37])[F:36])=[N:33][N:32]=[N:31]2)=[CH:26][C:23]=1[CH:24]=O.C(Cl)Cl.[BH-](OC(C)=O)(OC(C)=O)OC(C)=O.[Na+]. Given the product [OH:21][C:22]1[CH:29]=[CH:28][C:27]([N:30]2[C:34]([C:35]([F:38])([F:37])[F:36])=[N:33][N:32]=[N:31]2)=[CH:26][C:23]=1[CH2:24][NH:1][C@H:2]1[CH2:7][CH2:6][N:5]([C:8]([O:10][C:11]([CH3:14])([CH3:13])[CH3:12])=[O:9])[CH2:4][C@H:3]1[C:15]1[CH:16]=[CH:17][CH:18]=[CH:19][CH:20]=1, predict the reactants needed to synthesize it. (7) The reactants are: [NH2:1][C:2]1[C:3]([C:7]2[NH:23][C:10]3=[CH:11][C:12]4[C:13]([CH3:22])([CH3:21])[C:14](=[O:20])[N:15]([CH2:18][CH3:19])[C:16]=4[CH:17]=[C:9]3[N:8]=2)=[N:4][NH:5][CH:6]=1.[CH3:24][N:25]([CH3:29])[C:26](Cl)=[O:27]. Given the product [CH2:18]([N:15]1[C:16]2[CH:17]=[C:9]3[N:8]=[C:7]([C:3]4[C:2]([NH:1][C:26](=[O:27])[N:25]([CH3:29])[CH3:24])=[CH:6][NH:5][N:4]=4)[NH:23][C:10]3=[CH:11][C:12]=2[C:13]([CH3:22])([CH3:21])[C:14]1=[O:20])[CH3:19], predict the reactants needed to synthesize it. (8) Given the product [Cl:1][C:2]1[CH:7]=[CH:6][C:5]([S:8][CH2:45][C:44]2[CH:47]=[C:48]([F:51])[CH:49]=[CH:50][C:43]=2[F:42])=[CH:4][CH:3]=1, predict the reactants needed to synthesize it. The reactants are: [Cl:1][C:2]1[CH:7]=[CH:6][C:5]([SH:8])=[CH:4][CH:3]=1.C1(P(C2C=CC=CC=2)C2C=CC=CC=2)C=CC=CC=1.N(C(OC(C)C)=O)=NC(OC(C)C)=O.[F:42][C:43]1[CH:50]=[CH:49][C:48]([F:51])=[CH:47][C:44]=1[CH2:45]O. (9) Given the product [C:1]([O:5][C:6]([N:8]1[CH2:13][CH2:12][N:11]([CH2:23][CH2:24][F:25])[CH2:10][CH2:9]1)=[O:7])([CH3:4])([CH3:2])[CH3:3], predict the reactants needed to synthesize it. The reactants are: [C:1]([O:5][C:6]([N:8]1[CH2:13][CH2:12][NH:11][CH2:10][CH2:9]1)=[O:7])([CH3:4])([CH3:3])[CH3:2].C(=O)([O-])[O-].[K+].[K+].[I-].[Na+].Br[CH2:23][CH2:24][F:25]. (10) Given the product [OH:2][CH2:1][C:3]1[N:4]=[CH:5][C:6]([C:9]([O:11][CH3:12])=[O:10])=[N:7][CH:8]=1, predict the reactants needed to synthesize it. The reactants are: [CH:1]([C:3]1[N:4]=[CH:5][C:6]([C:9]([O:11][CH3:12])=[O:10])=[N:7][CH:8]=1)=[O:2].[BH4-].[Na+].CO.Cl.